Dataset: Full USPTO retrosynthesis dataset with 1.9M reactions from patents (1976-2016). Task: Predict the reactants needed to synthesize the given product. (1) Given the product [CH3:31][O:30][C:27]1[CH:28]=[CH:29][C:24]([C:22]([C:19]2[CH:20]=[CH:21][C:16]([O:15][CH2:2][C:3]3[N:4]=[C:5]([C:9]4[CH:14]=[CH:13][CH:12]=[CH:11][CH:10]=4)[O:6][C:7]=3[CH3:8])=[CH:17][C:18]=2[CH3:36])=[O:23])=[C:25]([O:32][CH2:33][O:34][CH3:35])[CH:26]=1, predict the reactants needed to synthesize it. The reactants are: Cl[CH2:2][C:3]1[N:4]=[C:5]([C:9]2[CH:14]=[CH:13][CH:12]=[CH:11][CH:10]=2)[O:6][C:7]=1[CH3:8].[OH:15][C:16]1[CH:21]=[CH:20][C:19]([C:22]([C:24]2[CH:29]=[CH:28][C:27]([O:30][CH3:31])=[CH:26][C:25]=2[O:32][CH2:33][O:34][CH3:35])=[O:23])=[C:18]([CH3:36])[CH:17]=1.C(=O)([O-])[O-].[K+].[K+].CN(C)C=O. (2) Given the product [OH:13][C:14]1[CH:19]=[CH:18][C:17]([C:2]2[N:7]=[C:6]([C:8]([O:10][CH2:11][CH3:12])=[O:9])[CH:5]=[CH:4][CH:3]=2)=[CH:16][CH:15]=1, predict the reactants needed to synthesize it. The reactants are: Br[C:2]1[N:7]=[C:6]([C:8]([O:10][CH2:11][CH3:12])=[O:9])[CH:5]=[CH:4][CH:3]=1.[OH:13][C:14]1[CH:19]=[CH:18][C:17](B(O)O)=[CH:16][CH:15]=1.C(=O)([O-])[O-].[K+].[K+]. (3) Given the product [CH2:1]([O:8][C:9]1[CH:10]=[CH:11][C:12]([C:15]2[O:22][C:18]([CH3:19])([CH3:20])[C:17](=[O:30])[CH:16]=2)=[CH:13][CH:14]=1)[C:2]1[CH:3]=[CH:4][CH:5]=[CH:6][CH:7]=1, predict the reactants needed to synthesize it. The reactants are: [CH2:1]([O:8][C:9]1[CH:14]=[CH:13][C:12]([C:15](=[O:22])[C:16]#[C:17][C:18](O)([CH3:20])[CH3:19])=[CH:11][CH:10]=1)[C:2]1[CH:7]=[CH:6][CH:5]=[CH:4][CH:3]=1.N(CC)CC.CC[OH:30]. (4) The reactants are: [F:1][C:2]1[CH:3]=[CH:4][C:5](=[N:12]S(C2C=CC(C)=CC=2)(=O)=O)[N:6]([CH2:8][C:9]([NH2:11])=O)[CH:7]=1.[F:23][C:24]([F:35])([F:34])[C:25](O[C:25](=[O:26])[C:24]([F:35])([F:34])[F:23])=[O:26]. Given the product [F:23][C:24]([F:35])([F:34])[C:25]([NH:11][C:9]1[N:12]=[C:5]2[CH:4]=[CH:3][C:2]([F:1])=[CH:7][N:6]2[CH:8]=1)=[O:26], predict the reactants needed to synthesize it. (5) Given the product [CH2:1]([O:3][C:4](=[O:40])[C:5]([CH3:39])([O:28][C:29]1[CH:30]=[CH:31][C:32]([C:35]([F:37])([F:38])[F:36])=[CH:33][CH:34]=1)[CH2:6][C:14]1[CH:19]=[CH:18][CH:17]=[C:16]([OH:20])[CH:15]=1)[CH3:2], predict the reactants needed to synthesize it. The reactants are: [CH2:1]([O:3][C:4](=[O:40])[C:5]([CH3:39])([O:28][C:29]1[CH:34]=[CH:33][C:32]([C:35]([F:38])([F:37])[F:36])=[CH:31][CH:30]=1)[CH:6]([C:14]1[CH:19]=[CH:18][CH:17]=[C:16]([O:20]CC2C=CC=CC=2)[CH:15]=1)OC(=O)C(F)(F)F)[CH3:2].